This data is from Reaction yield outcomes from USPTO patents with 853,638 reactions. The task is: Predict the reaction yield, written as a fraction of the theoretical maximum amount of product (1.0 means a 100% yield; for example, 0.34 means a 34% yield). (1) The reactants are C[O:2][C:3]([C:5]1[C:13]([NH:14][C:15]2[CH:20]=[CH:19][C:18]([Br:21])=[CH:17][C:16]=2[CH3:22])=[C:12]([F:23])[C:8]2[NH:9][CH:10]=[N:11][C:7]=2[CH:6]=1)=O.O.[NH2:25][NH2:26]. The catalyst is CCO. The product is [Br:21][C:18]1[CH:19]=[CH:20][C:15]([NH:14][C:13]2[C:5]([C:3]([NH:25][NH2:26])=[O:2])=[CH:6][C:7]3[NH:11][CH:10]=[N:9][C:8]=3[C:12]=2[F:23])=[C:16]([CH3:22])[CH:17]=1. The yield is 0.810. (2) The reactants are [C:1]([NH:5][C:6]([C:8]1[N:13]=[CH:12][C:11]([S:14]([NH:17][C:18]2[CH:33]=[C:32]([F:34])[C:21]([C:22]([O:24]CC3C=CC=CC=3)=[O:23])=[C:20]([F:35])[CH:19]=2)(=[O:16])=[O:15])=[CH:10][CH:9]=1)=[O:7])([CH3:4])([CH3:3])[CH3:2].[H][H]. The yield is 0.180. The catalyst is CO.[C].[Pd]. The product is [C:1]([NH:5][C:6]([C:8]1[N:13]=[CH:12][C:11]([S:14]([NH:17][C:18]2[CH:33]=[C:32]([F:34])[C:21]([C:22]([OH:24])=[O:23])=[C:20]([F:35])[CH:19]=2)(=[O:15])=[O:16])=[CH:10][CH:9]=1)=[O:7])([CH3:4])([CH3:2])[CH3:3]. (3) The reactants are [Cl:1][C:2]1[C:3]([O:12][C:13]2[CH:18]=[C:17]([O:19][CH2:20][CH2:21][O:22][CH3:23])[CH:16]=[CH:15][C:14]=2/[CH:24]=[C:25](\[CH3:29])/[C:26]([OH:28])=O)=[N:4][CH:5]=[C:6]([C:8]([F:11])([F:10])[F:9])[CH:7]=1.Cl.C(N=C=NCCCN(C)C)C.[F:42][C:43]([F:50])([F:49])[CH2:44][S:45]([NH2:48])(=[O:47])=[O:46].Cl. The catalyst is C(#N)C.CN(C)C1C=CN=CC=1.C(OCC)(=O)C. The product is [Cl:1][C:2]1[C:3]([O:12][C:13]2[CH:18]=[C:17]([O:19][CH2:20][CH2:21][O:22][CH3:23])[CH:16]=[CH:15][C:14]=2/[CH:24]=[C:25](\[CH3:29])/[C:26]([NH:48][S:45]([CH2:44][C:43]([F:50])([F:49])[F:42])(=[O:47])=[O:46])=[O:28])=[N:4][CH:5]=[C:6]([C:8]([F:9])([F:10])[F:11])[CH:7]=1. The yield is 0.800. (4) The product is [F:24][C:21]1[CH:22]=[C:23]2[C:18](=[CH:19][C:20]=1[F:25])[NH:17][C:16](=[O:26])/[C:15]/2=[C:10]1/[O:11][C:12]([CH3:14])([CH3:13])[C:8]([C:31]2[CH:32]=[N:33][C:28]([F:27])=[CH:29][CH:30]=2)=[CH:9]/1. The yield is 0.380. The catalyst is Cl[Pd](Cl)([P](C1C=CC=CC=1)(C1C=CC=CC=1)C1C=CC=CC=1)[P](C1C=CC=CC=1)(C1C=CC=CC=1)C1C=CC=CC=1.O. The reactants are O1CCOCC1.Br[C:8]1[C:12]([CH3:14])([CH3:13])[O:11]/[C:10](=[C:15]2/[C:16](=[O:26])[NH:17][C:18]3[C:23]/2=[CH:22][C:21]([F:24])=[C:20]([F:25])[CH:19]=3)/[CH:9]=1.[F:27][C:28]1[N:33]=[CH:32][C:31](B(O)O)=[CH:30][CH:29]=1.C([O-])([O-])=O.[Na+].[Na+]. (5) The product is [Cl:13][C:14]1[C:15]2[N:16]([CH:2]=[C:3]([C:5]3[CH:10]=[CH:9][C:8]([F:11])=[CH:7][C:6]=3[F:12])[N:20]=2)[CH:17]=[CH:18][N:19]=1. The yield is 0.570. The catalyst is C(#N)C.CC(O)C. The reactants are Br[CH2:2][C:3]([C:5]1[CH:10]=[CH:9][C:8]([F:11])=[CH:7][C:6]=1[F:12])=O.[Cl:13][C:14]1[C:15]([NH2:20])=[N:16][CH:17]=[CH:18][N:19]=1. (6) The reactants are [CH3:1][O:2][C:3]1[CH:8]=[CH:7][C:6]([S:9][C:10]2[CH:15]=[CH:14][N:13]=[C:12]([NH:16][C:17]3[CH:22]=[CH:21][C:20]([NH2:23])=[CH:19][CH:18]=3)[N:11]=2)=[CH:5][CH:4]=1.[C:24](O)(=[O:28])[C:25]([CH3:27])=[CH2:26]. No catalyst specified. The product is [CH3:1][O:2][C:3]1[CH:4]=[CH:5][C:6]([S:9][C:10]2[CH:15]=[CH:14][N:13]=[C:12]([NH:16][C:17]3[CH:22]=[CH:21][C:20]([NH:23][C:24](=[O:28])[C:25]([CH3:27])=[CH2:26])=[CH:19][CH:18]=3)[N:11]=2)=[CH:7][CH:8]=1. The yield is 0.470.